Dataset: Forward reaction prediction with 1.9M reactions from USPTO patents (1976-2016). Task: Predict the product of the given reaction. (1) Given the reactants Cl[C:2]1[CH:3]=[C:4]([C:14]([NH:16][CH2:17][C:18]2[C:19](=[O:26])[NH:20][C:21]([CH3:25])=[CH:22][C:23]=2[CH3:24])=[O:15])[C:5]2[CH:10]=[N:9][N:8]([CH:11]([CH3:13])[CH3:12])[C:6]=2[N:7]=1.C(O)C.[NH:30]1[CH2:35][CH2:34][CH2:33][CH2:32][CH2:31]1, predict the reaction product. The product is: [CH3:24][C:23]1[CH:22]=[C:21]([CH3:25])[NH:20][C:19](=[O:26])[C:18]=1[CH2:17][NH:16][C:14]([C:4]1[C:5]2[CH:10]=[N:9][N:8]([CH:11]([CH3:13])[CH3:12])[C:6]=2[N:7]=[C:2]([N:30]2[CH2:35][CH2:34][CH2:33][CH2:32][CH2:31]2)[CH:3]=1)=[O:15]. (2) Given the reactants [C:1]1([OH:7])[CH:6]=[CH:5][CH:4]=[CH:3][CH:2]=1.[CH2:8]([C:10](O)([CH2:13][CH3:14])[CH2:11][CH3:12])[CH3:9].OS(O)(=O)=O, predict the reaction product. The product is: [CH2:8]([C:10]([C:4]1[CH:5]=[CH:6][C:1]([OH:7])=[CH:2][CH:3]=1)([CH2:13][CH3:14])[CH2:11][CH3:12])[CH3:9]. (3) Given the reactants Cl.Cl.[CH:3]([N:6]1[CH2:11][CH2:10][CH:9]([O:12][C:13]2[CH:14]=[C:15]3[C:19](=[CH:20][CH:21]=2)[NH:18][C:17]([C:22]([N:24]2[CH2:29][CH2:28][NH:27][CH2:26][CH2:25]2)=[O:23])=[CH:16]3)[CH2:8][CH2:7]1)([CH3:5])[CH3:4].[CH2:30]([N:32]([CH2:36][CH3:37])[C:33](Cl)=[O:34])[CH3:31], predict the reaction product. The product is: [CH2:30]([N:32]([CH2:36][CH3:37])[C:33]([N:27]1[CH2:28][CH2:29][N:24]([C:22]([C:17]2[NH:18][C:19]3[C:15]([CH:16]=2)=[CH:14][C:13]([O:12][CH:9]2[CH2:8][CH2:7][N:6]([CH:3]([CH3:5])[CH3:4])[CH2:11][CH2:10]2)=[CH:21][CH:20]=3)=[O:23])[CH2:25][CH2:26]1)=[O:34])[CH3:31]. (4) Given the reactants [CH:1]([NH2:4])([CH3:3])[CH3:2].C(=O)([O-])[O-].[K+].[K+].I[CH2:12][CH2:13][CH2:14][O:15][C:16]1[CH:21]=[CH:20][C:19]([C:22]2[CH:27]=[CH:26][C:25]([C:28]([O:30][CH2:31][CH3:32])=[O:29])=[CH:24][CH:23]=2)=[CH:18][C:17]=1[C:33]1[CH:42]=[CH:41][C:40]2[C:39]([CH3:44])([CH3:43])[CH2:38][CH2:37][C:36]([CH3:46])([CH3:45])[C:35]=2[CH:34]=1.O, predict the reaction product. The product is: [CH:1]([NH:4][CH2:12][CH2:13][CH2:14][O:15][C:16]1[CH:21]=[CH:20][C:19]([C:22]2[CH:23]=[CH:24][C:25]([C:28]([O:30][CH2:31][CH3:32])=[O:29])=[CH:26][CH:27]=2)=[CH:18][C:17]=1[C:33]1[CH:42]=[CH:41][C:40]2[C:39]([CH3:44])([CH3:43])[CH2:38][CH2:37][C:36]([CH3:46])([CH3:45])[C:35]=2[CH:34]=1)([CH3:3])[CH3:2]. (5) Given the reactants [CH:1]1([N:6]2[C:15]3[N:14]=[C:13]([NH:16][C:17]4[CH:18]=[CH:19][C:20]([C:26](O)=[O:27])=[C:21]5[C:25]=4[O:24][CH2:23][CH2:22]5)[N:12]=[CH:11][C:10]=3[N:9]([CH3:29])[C:8](=[O:30])[C@@H:7]2[CH2:31][CH3:32])[CH2:5][CH2:4][CH2:3][CH2:2]1.F[B-](F)(F)F.[N:38]1(OC(N(C)C)=[N+](C)C)[C:42]2[CH:43]=[CH:44]C=[CH:46][C:41]=2N=N1.[CH:55]([N:58](C(C)C)CC)(C)C.C(=O)([O-])[O-].[Na+].[Na+], predict the reaction product. The product is: [CH:1]1([N:6]2[C:15]3[N:14]=[C:13]([NH:16][C:17]4[CH:18]=[CH:19][C:20]([C:26]([NH:38][CH:42]5[CH2:41][CH2:46][N:58]([CH3:55])[CH2:44][CH2:43]5)=[O:27])=[C:21]5[C:25]=4[O:24][CH2:23][CH2:22]5)[N:12]=[CH:11][C:10]=3[N:9]([CH3:29])[C:8](=[O:30])[C@@H:7]2[CH2:31][CH3:32])[CH2:5][CH2:4][CH2:3][CH2:2]1. (6) Given the reactants C(C(C(=O)CC([O-])=O)C([O-])=O)C1C=CC=CC=1.O=C[C@@H]([C@H]([C@@H]([C@@H](CO)O)O)O)O.CC1(C)S[C@@H]2[C@H](NC([C@H](N)C3C=CC=CC=3)=O)C(=O)N2[C@H]1C(O)=O.CC(S[C@@H]1O[C@H](CO)[C@H](O)[C@H](O)[C@H]1O)C.[CH2:69]([O:71][C:72](=[O:89])[CH:73]([CH2:82][C:83]1[CH:88]=[CH:87][CH:86]=[CH:85][CH:84]=1)[C:74](=[O:81])[CH2:75][C:76]([O:78][CH2:79][CH3:80])=[O:77])[CH3:70], predict the reaction product. The product is: [CH2:69]([O:71][C:72](=[O:89])[CH:73]([CH2:82][C:83]1[CH:84]=[CH:85][CH:86]=[CH:87][CH:88]=1)[CH:74]([OH:81])[CH2:75][C:76]([O:78][CH2:79][CH3:80])=[O:77])[CH3:70].